From a dataset of Catalyst prediction with 721,799 reactions and 888 catalyst types from USPTO. Predict which catalyst facilitates the given reaction. (1) Reactant: [Br:1][C:2]1[CH:3]=[C:4]2[C:9](=[CH:10][CH:11]=1)[O:8][CH2:7][CH2:6][CH:5]2O.O.C1(C)C=CC(S(O)(=O)=O)=CC=1.C(=O)(O)[O-].[Na+]. Product: [Br:1][C:2]1[CH:3]=[C:4]2[C:9](=[CH:10][CH:11]=1)[O:8][CH2:7][CH:6]=[CH:5]2. The catalyst class is: 11. (2) Reactant: [CH2:1]1[O:9][C:8]2[CH:7]=[CH:6][C:5]([CH:10]=[CH:11][N+:12]([O-:14])=[O:13])=[CH:4][C:3]=2[O:2]1.[CH3:15][O:16][C:17]1[CH:22]=[CH:21][C:20]([C:23](=[O:30])[CH2:24][C:25]([O:27][CH2:28][CH3:29])=[O:26])=[CH:19][CH:18]=1.N12CCCN=C1CCCCC2. Product: [CH3:15][O:16][C:17]1[CH:18]=[CH:19][C:20]([C:23]([CH:24]([CH:10]([C:5]2[CH:6]=[CH:7][C:8]3[O:9][CH2:1][O:2][C:3]=3[CH:4]=2)[CH2:11][N+:12]([O-:14])=[O:13])[C:25]([O:27][CH2:28][CH3:29])=[O:26])=[O:30])=[CH:21][CH:22]=1. The catalyst class is: 13. (3) Reactant: [Si]([O:8][CH2:9][C:10]1[N:15]=[CH:14][C:13]2[N:16]=[CH:17][N:18]([C:19]3[S:23][C:22]([C:24](OC)=[O:25])=[C:21]([O:28][CH2:29][C:30]4[CH:35]=[CH:34][CH:33]=[CH:32][C:31]=4[C:36]([F:39])([F:38])[F:37])[CH:20]=3)[C:12]=2[CH:11]=1)(C(C)(C)C)(C)C.[NH3:40]. Product: [OH:8][CH2:9][C:10]1[N:15]=[CH:14][C:13]2[N:16]=[CH:17][N:18]([C:19]3[S:23][C:22]([C:24]([NH2:40])=[O:25])=[C:21]([O:28][CH2:29][C:30]4[CH:35]=[CH:34][CH:33]=[CH:32][C:31]=4[C:36]([F:38])([F:37])[F:39])[CH:20]=3)[C:12]=2[CH:11]=1. The catalyst class is: 5. (4) Reactant: [CH:1]([N:4]([C:18]1[CH:19]=[C:20]([CH:26]=[CH:27][CH:28]=1)[C:21]([O:23]CC)=[O:22])[S:5]([C:8]1[CH:13]=[CH:12][CH:11]=[C:10]([C:14]([F:17])([F:16])[F:15])[CH:9]=1)(=[O:7])=[O:6])([CH3:3])[CH3:2].[OH-].[K+].Cl. Product: [CH:1]([N:4]([C:18]1[CH:19]=[C:20]([CH:26]=[CH:27][CH:28]=1)[C:21]([OH:23])=[O:22])[S:5]([C:8]1[CH:13]=[CH:12][CH:11]=[C:10]([C:14]([F:15])([F:16])[F:17])[CH:9]=1)(=[O:7])=[O:6])([CH3:3])[CH3:2]. The catalyst class is: 8. (5) Reactant: [NH2:1][C:2]1[CH:3]=[C:4]([CH:7]=[CH:8][C:9]=1[NH:10][CH2:11][CH3:12])[C:5]#[N:6].[CH2:13]([N:20]=[C:21]=[S:22])[C:14]1[CH:19]=[CH:18][CH:17]=[CH:16][CH:15]=1. Product: [CH2:13]([NH:20][C:21]([NH:1][C:2]1[CH:3]=[C:4]([C:5]#[N:6])[CH:7]=[CH:8][C:9]=1[NH:10][CH2:11][CH3:12])=[S:22])[C:14]1[CH:19]=[CH:18][CH:17]=[CH:16][CH:15]=1. The catalyst class is: 1.